This data is from Forward reaction prediction with 1.9M reactions from USPTO patents (1976-2016). The task is: Predict the product of the given reaction. (1) Given the reactants [CH3:1][N:2]1[CH:7]=[CH:6][C:5]([C:8]2[CH:9]=[N:10][C:11]([CH:14]3[CH2:18][CH2:17][N:16]([C:19]([O:21][CH:22]4[CH:29]5[CH2:30][C:25]6([C:32](O)=[O:33])[CH2:26][CH:27]([CH2:31][CH:23]4[CH2:24]6)[CH2:28]5)=[O:20])[CH2:15]3)=[N:12][CH:13]=2)=[CH:4][C:3]1=[O:35].C1C=CC2N(O)N=[N:42]C=2C=1.CCN=C=NCCCN(C)C.Cl.CCN(C(C)C)C(C)C, predict the reaction product. The product is: [CH3:1][N:2]1[CH:7]=[CH:6][C:5]([C:8]2[CH:9]=[N:10][C:11]([CH:14]3[CH2:18][CH2:17][N:16]([C:19]([O:21][CH:22]4[CH:23]5[CH2:24][C:25]6([C:32](=[O:33])[NH2:42])[CH2:26][CH:27]([CH2:28][CH:29]4[CH2:30]6)[CH2:31]5)=[O:20])[CH2:15]3)=[N:12][CH:13]=2)=[CH:4][C:3]1=[O:35]. (2) The product is: [CH3:1][O:2][C:3]([C:5]1[C:6]([OH:23])=[C:7]2[C:12](=[CH:13][N:14]=1)[N:11]([CH2:15][C:16]1[S:17][CH:18]=[CH:19][N:20]=1)[C:10](=[O:21])[C:9]([C:24]1[CH:29]=[CH:28][CH:27]=[CH:26][CH:25]=1)=[CH:8]2)=[O:4]. Given the reactants [CH3:1][O:2][C:3]([C:5]1[C:6]([OH:23])=[C:7]2[C:12](=[CH:13][N:14]=1)[N:11]([CH2:15][C:16]1[S:17][CH:18]=[CH:19][N:20]=1)[C:10](=[O:21])[C:9](Br)=[CH:8]2)=[O:4].[C:24]1([Sn](CCCC)(CCCC)CCCC)[CH:29]=[CH:28][CH:27]=[CH:26][CH:25]=1.CCOC(C)=O.Cl, predict the reaction product.